This data is from Reaction yield outcomes from USPTO patents with 853,638 reactions. The task is: Predict the reaction yield, written as a fraction of the theoretical maximum amount of product (1.0 means a 100% yield; for example, 0.34 means a 34% yield). (1) The reactants are [C:1]([C:3]1[C:8]([C:9]([F:12])([F:11])[F:10])=[CH:7][C:6]([N+:13]([O-])=O)=[CH:5][N:4]=1)#[N:2]. The catalyst is CCOC(C)=O.CC(O)=O.[Fe]. The product is [NH2:13][C:6]1[CH:7]=[C:8]([C:9]([F:12])([F:10])[F:11])[C:3]([C:1]#[N:2])=[N:4][CH:5]=1. The yield is 0.670. (2) The reactants are [F:1][C:2]1[CH:7]=[CH:6][C:5]([CH2:8][C:9]([OH:11])=O)=[CH:4][CH:3]=1.[ClH:12].CN(C)CCCN=C=NCC.O.ON1C2C=CC=CC=2N=N1.Cl.Cl.[NH2:37][C:38]([CH:49]1[CH2:54][CH2:53][NH:52][CH2:51][CH2:50]1)([CH2:42][CH2:43][CH2:44][CH2:45][B:46]([OH:48])[OH:47])[C:39]([OH:41])=[O:40].C(N(CC)CC)C. The catalyst is CN(C=O)C.Cl. The product is [ClH:12].[NH2:37][C:38]([CH:49]1[CH2:50][CH2:51][N:52]([C:9](=[O:11])[CH2:8][C:5]2[CH:4]=[CH:3][C:2]([F:1])=[CH:7][CH:6]=2)[CH2:53][CH2:54]1)([CH2:42][CH2:43][CH2:44][CH2:45][B:46]([OH:48])[OH:47])[C:39]([OH:41])=[O:40]. The yield is 0.350. (3) The reactants are [CH3:1][N:2]1[CH:6]=[C:5]([C:7]2[N:12]=[C:11]3[N:13]([CH2:16][C@H:17]4[O:22][CH2:21][CH2:20][N:19]([C:23]5[N:28]=[CH:27][C:26]([C:29]6[CH:30]=[N:31][N:32]([CH2:34][CH2:35][O:36]C7CCCCO7)[CH:33]=6)=[CH:25][N:24]=5)[CH2:18]4)[N:14]=[N:15][C:10]3=[N:9][CH:8]=2)[CH:4]=[N:3]1.[ClH:43]. The catalyst is O1CCOCC1. The product is [ClH:43].[CH3:1][N:2]1[CH:6]=[C:5]([C:7]2[N:12]=[C:11]3[N:13]([CH2:16][C@@H:17]4[CH2:18][N:19]([C:23]5[N:24]=[CH:25][C:26]([C:29]6[CH:30]=[N:31][N:32]([CH2:34][CH2:35][OH:36])[CH:33]=6)=[CH:27][N:28]=5)[CH2:20][CH2:21][O:22]4)[N:14]=[N:15][C:10]3=[N:9][CH:8]=2)[CH:4]=[N:3]1. The yield is 0.890. (4) The reactants are [NH2:1][C:2]1[CH:6]=[CH:5][N:4](C(OC(C)(C)C)=O)[N:3]=1.CC1(C)C2C(=C(P(C3C=CC=CC=3)C3C=CC=CC=3)C=CC=2)OC2C(P(C3C=CC=CC=3)C3C=CC=CC=3)=CC=CC1=2.Br[C:57]1[C:58](=[O:65])[N:59]([CH3:64])[CH:60]=[C:61]([Br:63])[CH:62]=1.C([O-])([O-])=O.[Cs+].[Cs+]. The product is [NH:4]1[CH:5]=[CH:6][C:2]([NH:1][C:57]2[C:58](=[O:65])[N:59]([CH3:64])[CH:60]=[C:61]([Br:63])[CH:62]=2)=[N:3]1. The catalyst is C1C=CC(/C=C/C(/C=C/C2C=CC=CC=2)=O)=CC=1.C1C=CC(/C=C/C(/C=C/C2C=CC=CC=2)=O)=CC=1.C1C=CC(/C=C/C(/C=C/C2C=CC=CC=2)=O)=CC=1.[Pd].[Pd].O1CCOCC1. The yield is 0.370.